This data is from NCI-60 drug combinations with 297,098 pairs across 59 cell lines. The task is: Regression. Given two drug SMILES strings and cell line genomic features, predict the synergy score measuring deviation from expected non-interaction effect. (1) Drug 1: CC1=C(C=C(C=C1)NC(=O)C2=CC=C(C=C2)CN3CCN(CC3)C)NC4=NC=CC(=N4)C5=CN=CC=C5. Drug 2: CC12CCC3C(C1CCC2OP(=O)(O)O)CCC4=C3C=CC(=C4)OC(=O)N(CCCl)CCCl.[Na+]. Cell line: HCT-15. Synergy scores: CSS=54.5, Synergy_ZIP=10.3, Synergy_Bliss=7.34, Synergy_Loewe=1.03, Synergy_HSA=-0.844. (2) Drug 1: CN(C)C1=NC(=NC(=N1)N(C)C)N(C)C. Drug 2: COC1=C2C(=CC3=C1OC=C3)C=CC(=O)O2. Cell line: CCRF-CEM. Synergy scores: CSS=1.95, Synergy_ZIP=11.5, Synergy_Bliss=5.60, Synergy_Loewe=3.15, Synergy_HSA=1.82.